The task is: Predict the reactants needed to synthesize the given product.. This data is from Full USPTO retrosynthesis dataset with 1.9M reactions from patents (1976-2016). (1) Given the product [F:56][C:57]([F:62])([F:61])[C:58]([OH:60])=[O:59].[CH3:63][O:64][C:65]1[CH:70]=[CH:69][CH:68]=[CH:67][C:66]=1[C:71]1[N:79]2[C:74]([CH:75]=[N:76][C:77]([NH:34][C:35]3[CH:40]=[CH:39][C:38]([N:41]4[CH2:46][CH2:45][CH2:44][CH:43]([C:47]([N:49]5[CH2:54][CH2:53][N:52]([CH3:55])[CH2:51][CH2:50]5)=[O:48])[CH2:42]4)=[CH:37][CH:36]=3)=[N:78]2)=[CH:73][CH:72]=1, predict the reactants needed to synthesize it. The reactants are: CS(C1C=CC(C2N3C(C=NC(NC4C=CC(N5CCOCC5)=CC=4)=N3)=C(C)C=2)=CC=1)(=O)=O.[NH2:34][C:35]1[CH:40]=[CH:39][C:38]([N:41]2[CH2:46][CH2:45][CH2:44][CH:43]([C:47]([N:49]3[CH2:54][CH2:53][N:52]([CH3:55])[CH2:51][CH2:50]3)=[O:48])[CH2:42]2)=[CH:37][CH:36]=1.[F:56][C:57]([F:62])([F:61])[C:58]([OH:60])=[O:59].[CH3:63][O:64][C:65]1[CH:70]=[CH:69][CH:68]=[CH:67][C:66]=1[C:71]1[N:79]2[C:74]([CH:75]=[N:76][C:77](NC3C=NC(N4CCOCC4)=CC=3)=[N:78]2)=[CH:73][CH:72]=1.COCC(O)C. (2) The reactants are: [Cl:1][C:2]1[N:7]=[C:6]([NH:8][CH:9]2[CH2:13][CH2:12][CH2:11][CH2:10]2)[C:5]([C:14]#[C:15][CH2:16][OH:17])=[CH:4][N:3]=1.[F-].C([N+](CCCC)(CCCC)CCCC)CCC. Given the product [Cl:1][C:2]1[N:3]=[CH:4][C:5]2[CH:14]=[C:15]([CH2:16][OH:17])[N:8]([CH:9]3[CH2:13][CH2:12][CH2:11][CH2:10]3)[C:6]=2[N:7]=1, predict the reactants needed to synthesize it. (3) Given the product [CH3:1][O:2][C:3](=[O:12])[C:4]([CH2:6][CH2:5][CH:4]=[CH2:3])([C:5]1[CH:10]=[CH:9][CH:8]=[C:7]([F:11])[CH:6]=1)[CH2:24][CH2:25][CH:26]=[CH2:27], predict the reactants needed to synthesize it. The reactants are: [CH3:1][O:2][C:3](=[O:12])[CH2:4][C:5]1[CH:10]=[CH:9][CH:8]=[C:7]([F:11])[CH:6]=1.C[Si]([N-][Si](C)(C)C)(C)C.[Li+].Br[CH2:24][CH2:25][CH:26]=[CH2:27].O. (4) The reactants are: C1(C(=[N:14][CH:15]([CH2:23][CH2:24][C:25]([F:28])([F:27])[F:26])[C:16]([O:18]C(C)(C)C)=[O:17])C2C=CC=CC=2)C=CC=CC=1.[ClH:29]. Given the product [ClH:29].[NH2:14][CH:15]([CH2:23][CH2:24][C:25]([F:26])([F:27])[F:28])[C:16]([OH:18])=[O:17], predict the reactants needed to synthesize it. (5) Given the product [C:35]([O:34][C:32]([NH:31][C:28]1[S:29][CH:30]=[C:26](/[C:22](=[N:21]/[O:20][C:17]2([C:15]([O:14][CH:1]([C:8]3[CH:13]=[CH:12][CH:11]=[CH:10][CH:9]=3)[C:2]3[CH:3]=[CH:4][CH:5]=[CH:6][CH:7]=3)=[O:16])[CH2:18][CH2:19]2)/[C:23](=[O:24])[NH:72][C@H:73]2[C@@H:74]([CH2:78][N:79]3[N:83]=[C:82]([C@H:84]([CH2:85][CH2:86][NH:87][C:88](=[O:94])[O:89][C:90]([CH3:93])([CH3:91])[CH3:92])[NH:95][C:96](=[O:102])[O:97][C:98]([CH3:101])([CH3:100])[CH3:99])[CH:81]=[N:80]3)[NH:75][C:76]2=[O:77])[N:27]=1)=[O:33])([CH3:38])([CH3:36])[CH3:37], predict the reactants needed to synthesize it. The reactants are: [CH:1]([O:14][C:15]([C:17]1([O:20]/[N:21]=[C:22](/[C:26]2[N:27]=[C:28]([NH:31][C:32]([O:34][C:35]([CH3:38])([CH3:37])[CH3:36])=[O:33])[S:29][CH:30]=2)\[C:23](O)=[O:24])[CH2:19][CH2:18]1)=[O:16])([C:8]1[CH:13]=[CH:12][CH:11]=[CH:10][CH:9]=1)[C:2]1[CH:7]=[CH:6][CH:5]=[CH:4][CH:3]=1.CCN(C(C)C)C(C)C.CN(C(ON1N=NC2C=CC=NC1=2)=[N+](C)C)C.F[P-](F)(F)(F)(F)F.[NH2:72][C@@H:73]1[C:76](=[O:77])[NH:75][C@@H:74]1[CH2:78][N:79]1[N:83]=[C:82]([C@@H:84]([NH:95][C:96](=[O:102])[O:97][C:98]([CH3:101])([CH3:100])[CH3:99])[CH2:85][CH2:86][NH:87][C:88](=[O:94])[O:89][C:90]([CH3:93])([CH3:92])[CH3:91])[CH:81]=[N:80]1. (6) Given the product [O:1]1[C@H:5]2[O:6][CH2:7][CH2:8][C@H:4]2[C@@H:3]([O:9][C:10](=[O:30])[NH:11][C@@H:12]([CH2:23][C:24]2[CH:29]=[CH:28][CH:27]=[CH:26][CH:25]=2)[C@@H:13]([OH:22])[CH:14]([NH:15][S:45]([C:43]2[CH:42]=[CH:41][C:39]3[N:40]=[C:36]([NH:35][S:32]([CH3:31])(=[O:34])=[O:33])[NH:37][C:38]=3[CH:44]=2)(=[O:47])=[O:46])[O:64][CH:49]2[CH2:52][CH2:57][CH2:59][CH2:51]2)[CH2:2]1, predict the reactants needed to synthesize it. The reactants are: [O:1]1[C@H:5]2[O:6][CH2:7][CH2:8][C@H:4]2[C@@H:3]([O:9][C:10](=[O:30])[NH:11][C@@H:12]([CH2:23][C:24]2[CH:29]=[CH:28][CH:27]=[CH:26][CH:25]=2)[C@H:13]([OH:22])[CH2:14][NH:15]OC2CCCC2)[CH2:2]1.[CH3:31][S:32]([NH:35][C:36]1[NH:37][C:38]2[CH:44]=[C:43]([S:45](Cl)(=[O:47])=[O:46])[CH:42]=[CH:41][C:39]=2[N:40]=1)(=[O:34])=[O:33].[CH:49]([C:52]([CH:57]([CH3:59])C)(NCC)C)([CH3:51])C.CN(C=[O:64])C. (7) The reactants are: [CH2:1]([O:8][C:9]([CH:11]([CH2:25][CH2:26][C:27]([O:29][CH2:30][C:31]1[CH:36]=[CH:35][CH:34]=[CH:33][CH:32]=1)=[O:28])[CH2:12][P:13]([CH2:16][CH2:17][CH2:18]C1C=CC=CC=1)(=[O:15])[OH:14])=[O:10])[C:2]1[CH:7]=[CH:6][CH:5]=[CH:4][CH:3]=1.[H-].[Na+].C=C(CCC(O[CH2:44][C:45]1[CH:50]=[CH:49][CH:48]=[CH:47][CH:46]=1)=O)C(O[CH2:44][C:45]1[CH:50]=[CH:49][CH:48]=[CH:47][CH:46]=1)=O.Cl. Given the product [CH2:1]([O:8][C:9]([CH:11]([CH2:25][CH2:26][C:27]([O:29][CH2:30][C:31]1[CH:32]=[CH:33][CH:34]=[CH:35][CH:36]=1)=[O:28])[CH2:12][P:13]([CH2:16][C:17]1[CH:4]=[CH:3][C:2]([CH3:7])=[CH:1][CH:18]=1)(=[O:15])[O:14][CH2:44][C:45]1[CH:46]=[CH:47][CH:48]=[CH:49][CH:50]=1)=[O:10])[C:2]1[CH:3]=[CH:4][CH:5]=[CH:6][CH:7]=1, predict the reactants needed to synthesize it. (8) Given the product [CH2:1]([C:9]1[CH:10]=[CH:11][C:12]([C:15]#[N:16])=[CH:13][CH:14]=1)[CH2:2][CH2:3][CH2:4][CH2:5][CH2:6][CH2:7][CH3:8], predict the reactants needed to synthesize it. The reactants are: [CH2:1]([C:9]1[CH:14]=[CH:13][C:12]([CH2:15][NH2:16])=[CH:11][CH:10]=1)[CH2:2][CH2:3][CH2:4][CH2:5][CH2:6][CH2:7][CH3:8].C(OC(N1CC[C@H](O)[C@H]1C(O)=O)=O)(C)(C)C. (9) Given the product [F:19][C:13]([F:20])([C:2]1[CH:7]=[CH:6][CH:5]=[CH:4][C:3]=1[O:8][CH2:9][O:10][CH3:11])[C:14]([O:16][CH2:17][CH3:18])=[O:15], predict the reactants needed to synthesize it. The reactants are: I[C:2]1[CH:7]=[CH:6][CH:5]=[CH:4][C:3]=1[O:8][CH2:9][O:10][CH3:11].Br[C:13]([F:20])([F:19])[C:14]([O:16][CH2:17][CH3:18])=[O:15]. (10) Given the product [CH3:1][O:2][C:3]1[CH:4]=[C:5]([C:13]2[N:22]=[C:21]([C:23]([N:33]3[CH2:32][CH2:31][C:30]4[C:35](=[CH:36][CH:37]=[CH:38][C:29]=4[O:28][CH3:27])[CH2:34]3)=[O:25])[C:20]3[C:15](=[CH:16][CH:17]=[CH:18][CH:19]=3)[N:14]=2)[CH:6]=[C:7]([O:11][CH3:12])[C:8]=1[O:9][CH3:10], predict the reactants needed to synthesize it. The reactants are: [CH3:1][O:2][C:3]1[CH:4]=[C:5]([C:13]2[N:22]=[C:21]([C:23]([OH:25])=O)[C:20]3[C:15](=[CH:16][CH:17]=[CH:18][CH:19]=3)[N:14]=2)[CH:6]=[C:7]([O:11][CH3:12])[C:8]=1[O:9][CH3:10].Cl.[CH3:27][O:28][C:29]1[CH:38]=[CH:37][CH:36]=[C:35]2[C:30]=1[CH2:31][CH2:32][NH:33][CH2:34]2.